From a dataset of Catalyst prediction with 721,799 reactions and 888 catalyst types from USPTO. Predict which catalyst facilitates the given reaction. (1) Reactant: [Cl:1][C:2]1[CH:10]=[CH:9][C:5]([C:6]([OH:8])=O)=[C:4]([O:11][CH3:12])[CH:3]=1.[C:13]([O:17][C:18]([CH3:21])([CH3:20])[CH3:19])(=[O:16])[NH:14][NH2:15].CCN=C=NCCCN(C)C.Cl.C(N(CC)CC)C. Product: [Cl:1][C:2]1[CH:10]=[CH:9][C:5]([C:6]([NH:15][NH:14][C:13]([O:17][C:18]([CH3:21])([CH3:20])[CH3:19])=[O:16])=[O:8])=[C:4]([O:11][CH3:12])[CH:3]=1. The catalyst class is: 91. (2) Reactant: [F:1][CH:2]([F:21])[CH2:3][O:4][C:5]1[CH:15]=[C:14]([NH:16][CH3:17])[C:13]([N+:18]([O-])=O)=[CH:12][C:6]=1[C:7]([O:9][CH2:10][CH3:11])=[O:8].[O-]S([O-])(=O)=O.[Na+].[Na+]. Product: [NH2:18][C:13]1[C:14]([NH:16][CH3:17])=[CH:15][C:5]([O:4][CH2:3][CH:2]([F:21])[F:1])=[C:6]([CH:12]=1)[C:7]([O:9][CH2:10][CH3:11])=[O:8]. The catalyst class is: 814. (3) The catalyst class is: 5. Reactant: [CH2:1]([NH2:4])[CH2:2][NH2:3].Cl[C:6]([OH:10])([OH:9])[CH2:7][CH3:8].[OH-].[Na+].OC(CO)CNCCN. Product: [OH:9][CH:6]([OH:10])[CH2:7][CH2:8][NH:3][CH2:2][CH2:1][NH2:4]. (4) Reactant: [Cl:1][C:2]1[CH:7]=[C:6]([F:8])[CH:5]=[CH:4][C:3]=1[OH:9].C(=O)([O-])[O-].[Cs+].[Cs+].[F:16][C:17]([F:28])([F:27])[CH2:18]OS(C(F)(F)F)(=O)=O.O. Product: [Cl:1][C:2]1[CH:7]=[C:6]([F:8])[CH:5]=[CH:4][C:3]=1[O:9][CH2:18][C:17]([F:28])([F:27])[F:16]. The catalyst class is: 60. (5) Reactant: [O:1]1[CH2:3][C@@H:2]1[CH2:4][O:5][C:6]1[CH:7]=[CH:8][C:9]2[S:13][C:12]([CH3:14])=[N:11][C:10]=2[CH:15]=1.[N:16]1([C:22]([O:24][C:25]([CH3:28])([CH3:27])[CH3:26])=[O:23])[CH2:21][CH2:20][NH:19][CH2:18][CH2:17]1.[Yb]. Product: [CH3:14][C:12]1[S:13][C:9]2[CH:8]=[CH:7][C:6]([O:5][CH2:4][C@H:2]([OH:1])[CH2:3][CH3:17])=[CH:15][C:10]=2[N:11]=1.[N:16]1([C:22]([O:24][C:25]([CH3:28])([CH3:27])[CH3:26])=[O:23])[CH2:21][CH2:20][NH:19][CH2:18][CH2:17]1. The catalyst class is: 2. (6) Reactant: OC[C:3]1[N:7]([C:8]2[CH:9]=[C:10]([C:14]3[CH2:20][C:19](=[O:21])[NH:18][C:17]4[CH:22]=[C:23]([CH3:32])[C:24]([N:26]([CH2:28][CH:29]([CH3:31])[CH3:30])[CH3:27])=[CH:25][C:16]=4[N:15]=3)[CH:11]=[CH:12][CH:13]=2)[N:6]=[N:5][CH:4]=1.S(Cl)(Cl)=O.[Cl-].[CH:38]1(N)[CH2:40][CH2:39]1.[CH3:42][N:43](C=O)C. Product: [CH:38]1([NH:5][CH2:4][C:3]2[N:7]([C:8]3[CH:9]=[C:10]([C:14]4[CH2:20][C:19](=[O:21])[NH:18][C:17]5[CH:22]=[C:23]([CH3:32])[C:24]([N:26]([CH2:28][CH:29]([CH3:31])[CH3:30])[CH3:27])=[CH:25][C:16]=5[N:15]=4)[CH:11]=[CH:12][CH:13]=3)[N:6]=[CH:42][N:43]=2)[CH2:40][CH2:39]1. The catalyst class is: 4.